This data is from Catalyst prediction with 721,799 reactions and 888 catalyst types from USPTO. The task is: Predict which catalyst facilitates the given reaction. (1) Reactant: [H-].[H-].[H-].[H-].[Li+].[Al+3].C[O:8][C:9]([C:11]1[CH2:12][N:13]([CH3:17])[CH2:14][CH2:15][CH:16]=1)=O.O.[OH-].[Na+]. Product: [CH3:17][N:13]1[CH2:14][CH2:15][CH:16]=[C:11]([CH2:9][OH:8])[CH2:12]1. The catalyst class is: 1. (2) Reactant: [S:1](Cl)([C:4]1[CH:10]=[CH:9][C:7]([CH3:8])=[CH:6][CH:5]=1)(=[O:3])=[O:2].[NH2:12][C:13]1[C:14]([CH3:41])=[C:15]([C:33]([OH:40])=[C:34]([C:36]([CH3:39])([CH3:38])[CH3:37])[CH:35]=1)[C:16]([NH:18][C:19]1[CH:24]=[CH:23][C:22]([S:25]([C:28]([F:31])([F:30])[F:29])(=[O:27])=[O:26])=[CH:21][C:20]=1[Cl:32])=[O:17]. Product: [C:36]([C:34]1[C:33]([OH:40])=[C:15]([C:14]([CH3:41])=[C:13]([NH:12][S:1]([C:4]2[CH:10]=[CH:9][C:7]([CH3:8])=[CH:6][CH:5]=2)(=[O:3])=[O:2])[CH:35]=1)[C:16]([NH:18][C:19]1[CH:24]=[CH:23][C:22]([S:25]([C:28]([F:31])([F:29])[F:30])(=[O:27])=[O:26])=[CH:21][C:20]=1[Cl:32])=[O:17])([CH3:39])([CH3:38])[CH3:37]. The catalyst class is: 17.